This data is from Reaction yield outcomes from USPTO patents with 853,638 reactions. The task is: Predict the reaction yield, written as a fraction of the theoretical maximum amount of product (1.0 means a 100% yield; for example, 0.34 means a 34% yield). (1) The reactants are [Si:1]([O:8][C@@H:9]1[C@@H:13]([CH:14]=[CH2:15])[CH2:12][N:11]([C:16]([O:18][C:19]([CH3:22])([CH3:21])[CH3:20])=[O:17])[CH2:10]1)([C:4]([CH3:7])([CH3:6])[CH3:5])([CH3:3])[CH3:2]. The catalyst is C(O)C.[Pd]. The product is [Si:1]([O:8][C@@H:9]1[C@@H:13]([CH2:14][CH3:15])[CH2:12][N:11]([C:16]([O:18][C:19]([CH3:20])([CH3:22])[CH3:21])=[O:17])[CH2:10]1)([C:4]([CH3:7])([CH3:5])[CH3:6])([CH3:3])[CH3:2]. The yield is 0.880. (2) The catalyst is C(Cl)(Cl)Cl. The yield is 0.870. The reactants are O([C:8]([C:10]([F:13])([F:12])[F:11])=[O:9])[C:8]([C:10]([F:13])([F:12])[F:11])=[O:9].[NH:14]1[C:23]2[C:18](=[CH:19][CH:20]=[CH:21][CH:22]=2)[CH2:17][CH2:16][CH2:15]1. The product is [N:14]1([C:8](=[O:9])[C:10]([F:11])([F:12])[F:13])[C:23]2[C:18](=[CH:19][CH:20]=[CH:21][CH:22]=2)[CH2:17][CH2:16][CH2:15]1. (3) The reactants are F[C:2]1[N:9]=[C:8]([NH:10][C:11]2[CH:15]=[C:14]([O:16][CH:17]([CH3:19])[CH3:18])[NH:13][N:12]=2)[C:7]([F:20])=[CH:6][C:3]=1[C:4]#[N:5].CCN(C(C)C)C(C)C.[F:30][C:31]1[CH:32]=[CH:33][C:34]([C@@H:37]([NH2:39])[CH3:38])=[N:35][CH:36]=1. The catalyst is CCCCO.O. The product is [F:20][C:7]1[C:8]([NH:10][C:11]2[CH:15]=[C:14]([O:16][CH:17]([CH3:19])[CH3:18])[NH:13][N:12]=2)=[N:9][C:2]([NH:39][C@H:37]([C:34]2[CH:33]=[CH:32][C:31]([F:30])=[CH:36][N:35]=2)[CH3:38])=[C:3]([CH:6]=1)[C:4]#[N:5]. The yield is 0.580. (4) The reactants are [C:1]([C:5]1[CH:6]=[C:7]([C:16]2[O:17][C:18]([CH3:24])=[C:19]([CH2:21][CH2:22][OH:23])[N:20]=2)[CH:8]=[C:9]([C:12]([CH3:15])([CH3:14])[CH3:13])[C:10]=1[OH:11])([CH3:4])([CH3:3])[CH3:2].O[C:26]1[CH:33]=[CH:32][C:29]([CH:30]=[O:31])=[CH:28][CH:27]=1.C1(P(C2C=CC=CC=2)C2C=CC=CC=2)C=CC=CC=1.C(OC([N+](C(OCC)=O)=[N-])=O)C. The catalyst is O1CCCC1. The product is [C:1]([C:5]1[CH:6]=[C:7]([C:16]2[O:17][C:18]([CH3:24])=[C:19]([CH2:21][CH2:22][O:23][C:26]3[CH:33]=[CH:32][C:29]([CH:30]=[O:31])=[CH:28][CH:27]=3)[N:20]=2)[CH:8]=[C:9]([C:12]([CH3:15])([CH3:14])[CH3:13])[C:10]=1[OH:11])([CH3:2])([CH3:3])[CH3:4]. The yield is 0.740. (5) The reactants are Cl.Cl.[CH3:3][C@H:4]1[C:12]2[C:11]([N:13]3[CH2:18][CH2:17][NH:16][CH2:15][CH2:14]3)=[N:10][CH:9]=[N:8][C:7]=2[C@H:6]([OH:19])[CH2:5]1.[C:20]([O:24][C:25]([NH:27][CH2:28][C@H:29]([C:33]1[CH:38]=[CH:37][C:36]([Cl:39])=[CH:35][CH:34]=1)[C:30](O)=[O:31])=[O:26])([CH3:23])([CH3:22])[CH3:21].C(N(C(C)C)CC)(C)C.CN(C(ON1N=NC2C=CC=CC1=2)=[N+](C)C)C.F[P-](F)(F)(F)(F)F. The catalyst is C(Cl)Cl. The product is [Cl:39][C:36]1[CH:37]=[CH:38][C:33]([C@H:29]([C:30]([N:16]2[CH2:15][CH2:14][N:13]([C:11]3[C:12]4[C@H:4]([CH3:3])[CH2:5][C@@H:6]([OH:19])[C:7]=4[N:8]=[CH:9][N:10]=3)[CH2:18][CH2:17]2)=[O:31])[CH2:28][NH:27][C:25](=[O:26])[O:24][C:20]([CH3:23])([CH3:21])[CH3:22])=[CH:34][CH:35]=1. The yield is 0.780. (6) The reactants are [CH3:1][O:2][C:3]1[CH:4]=[C:5]([NH:9][C:10](=[O:12])[CH3:11])[CH:6]=[CH:7][CH:8]=1.[C:13](Cl)(=[O:15])[CH3:14].[Cl-].[Al+3].[Cl-].[Cl-]. The catalyst is C(Cl)Cl. The product is [C:13]([C:8]1[CH:7]=[CH:6][C:5]([NH:9][C:10](=[O:12])[CH3:11])=[CH:4][C:3]=1[O:2][CH3:1])(=[O:15])[CH3:14]. The yield is 0.740. (7) The reactants are C(O[C:4](=[O:20])[C:5](=[CH:11][NH:12][C:13]1[CH2:18][CH2:17][CH2:16][C:15](=[O:19])[CH:14]=1)[C:6]([O:8][CH2:9][CH3:10])=[O:7])C.C1(OC2C=CC=CC=2)C=CC=CC=1. The catalyst is CCCCCC. The product is [CH2:9]([O:8][C:6]([C:5]1[C:4](=[O:20])[C:14]2[C:15](=[O:19])[CH2:16][CH2:17][CH2:18][C:13]=2[NH:12][CH:11]=1)=[O:7])[CH3:10]. The yield is 0.720.